From a dataset of Reaction yield outcomes from USPTO patents with 853,638 reactions. Predict the reaction yield, written as a fraction of the theoretical maximum amount of product (1.0 means a 100% yield; for example, 0.34 means a 34% yield). (1) The reactants are [C:1]1([S:7]([C:9]2[CH:14]=[CH:13][CH:12]=[CH:11][CH:10]=2)=O)[CH:6]=[CH:5][CH:4]=[CH:3][CH:2]=1.[CH:15]1[C:28]2[C:27](=[O:29])[C:26]3[C:21](=[CH:22][CH:23]=[CH:24][CH:25]=3)[O:20][C:19]=2[CH:18]=[CH:17][CH:16]=1.[F:30][C:31]([F:44])([F:43])[S:32]([O:35]S(C(F)(F)F)(=O)=O)(=[O:34])=[O:33]. The product is [F:30][C:31]([F:44])([F:43])[S:32]([O-:35])(=[O:34])=[O:33].[C:9]1([S+:7]([C:1]2[CH:2]=[CH:3][CH:4]=[CH:5][CH:6]=2)[C:16]2[CH:17]=[CH:18][C:19]3[O:20][C:21]4[C:26](=[CH:25][CH:24]=[CH:23][CH:22]=4)[C:27](=[O:29])[C:28]=3[CH:15]=2)[CH:10]=[CH:11][CH:12]=[CH:13][CH:14]=1. The yield is 0.580. The catalyst is ClCCl. (2) The reactants are [O:1]1[CH2:6][CH2:5][C:4]([C:12]([O:14]CC)=[O:13])([C:7]([O:9]CC)=[O:8])[CH2:3][CH2:2]1.[OH-].[K+].O. The catalyst is C(O)C. The product is [O:1]1[CH2:2][CH2:3][C:4]([C:7]([OH:9])=[O:8])([C:12]([OH:14])=[O:13])[CH2:5][CH2:6]1. The yield is 0.902. (3) The reactants are [F:1][C:2]([F:19])([F:18])[C:3]1[CH:8]=[CH:7][CH:6]=[C:5]([O:9][C:10]2[CH:15]=[CH:14][C:13]([CH:16]=[CH2:17])=[CH:12][CH:11]=2)[N:4]=1.B1C2CCCC1CCC2.[OH-:29].[Na+].OO. The catalyst is C1COCC1. The product is [F:19][C:2]([F:1])([F:18])[C:3]1[N:4]=[C:5]([O:9][C:10]2[CH:15]=[CH:14][C:13]([CH2:16][CH2:17][OH:29])=[CH:12][CH:11]=2)[CH:6]=[CH:7][CH:8]=1. The yield is 0.930. (4) The reactants are [Br:1][C:2]1[CH:3]=[C:4]2[C:10]([I:11])=[N:9][NH:8][C:5]2=[N:6][CH:7]=1.[CH3:12][O:13][C:14]1[CH:21]=[CH:20][C:17]([CH2:18]Br)=[CH:16][CH:15]=1.CC([O-])(C)C.[Na+].O. The catalyst is CN(C=O)C. The product is [Br:1][C:2]1[CH:3]=[C:4]2[C:10]([I:11])=[N:9][N:8]([CH2:18][C:17]3[CH:20]=[CH:21][C:14]([O:13][CH3:12])=[CH:15][CH:16]=3)[C:5]2=[N:6][CH:7]=1. The yield is 0.430. (5) The reactants are [F:1][C:2]([F:11])([F:10])[C:3]1[CH:8]=[CH:7][N:6]=[C:5]([OH:9])[N:4]=1.[N:12]1([C:18](Cl)=[O:19])[CH2:17][CH2:16][O:15][CH2:14][CH2:13]1.N12CCN(CC1)CC2.O. The catalyst is CN(C)C=O.[Cl-].[Na+].O. The product is [F:11][C:2]([F:1])([F:10])[C:3]1[CH:8]=[CH:7][N:6]=[C:5]([O:9][C:18]([N:12]2[CH2:17][CH2:16][O:15][CH2:14][CH2:13]2)=[O:19])[N:4]=1. The yield is 0.800.